This data is from Catalyst prediction with 721,799 reactions and 888 catalyst types from USPTO. The task is: Predict which catalyst facilitates the given reaction. (1) Reactant: [Cl:1][C:2]1[CH:3]=[CH:4][C:5]([O:25][CH:26]([F:28])[F:27])=[C:6]([C:8]2[C:12]([NH:13][C:14]([C:16]3[CH:17]=[N:18][N:19]4[CH:24]=[CH:23][CH:22]=[N:21][C:20]=34)=[O:15])=[CH:11][NH:10][N:9]=2)[CH:7]=1.C([O-])([O-])=O.[Cs+].[Cs+].Cl[CH2:36][CH:37]1[CH2:39][O:38]1. Product: [Cl:1][C:2]1[CH:3]=[CH:4][C:5]([O:25][CH:26]([F:28])[F:27])=[C:6]([C:8]2[C:12]([NH:13][C:14]([C:16]3[CH:17]=[N:18][N:19]4[CH:24]=[CH:23][CH:22]=[N:21][C:20]=34)=[O:15])=[CH:11][N:10]([CH2:36][CH:37]3[CH2:39][O:38]3)[N:9]=2)[CH:7]=1. The catalyst class is: 42. (2) Reactant: [F:1][C:2]1[CH:7]=[C:6]([F:8])[CH:5]=[C:4]([CH2:9][CH2:10][OH:11])[C:3]=1[OH:12].C([O-])([O-])=O.[K+].[K+].Br[CH2:20][C:21]1[CH:26]=[CH:25][CH:24]=[CH:23][CH:22]=1.O. Product: [CH2:20]([O:12][C:3]1[C:2]([F:1])=[CH:7][C:6]([F:8])=[CH:5][C:4]=1[CH2:9][CH2:10][OH:11])[C:21]1[CH:26]=[CH:25][CH:24]=[CH:23][CH:22]=1. The catalyst class is: 21. (3) Reactant: C(OC([N:8]1[C@H:17]([C:18]([OH:20])=[O:19])[CH2:16][C@H:15]2[C@@H:10]([CH2:11][CH2:12][C@H:13]([O:21][C:22]3[CH:27]=[C:26]([N:28]4[CH:32]=[CH:31][CH:30]=[N:29]4)[CH:25]=[CH:24][C:23]=3[C:33]3[N:34]=[N:35][NH:36][N:37]=3)[CH2:14]2)[CH2:9]1)=O)(C)(C)C.[ClH:38]. Product: [ClH:38].[N:28]1([C:26]2[CH:25]=[CH:24][C:23]([C:33]3[N:37]=[N:36][NH:35][N:34]=3)=[C:22]([CH:27]=2)[O:21][CH:13]2[CH2:12][CH2:11][CH:10]3[CH:15]([CH2:16][CH:17]([C:18]([OH:20])=[O:19])[NH:8][CH2:9]3)[CH2:14]2)[CH:32]=[CH:31][CH:30]=[N:29]1. The catalyst class is: 343. (4) Reactant: [NH2:1][C:2]1[CH:3]=[C:4]([CH:29]=[CH:30][CH:31]=1)[C:5]([NH:7][CH2:8][C:9]1[C:10]([NH:22][CH:23]2[CH2:28][CH2:27][O:26][CH2:25][CH2:24]2)=[C:11]2[CH:19]=[N:18][N:17]([CH2:20][CH3:21])[C:12]2=[N:13][C:14]=1[CH2:15][CH3:16])=[O:6].C(N(CC)CC)C.[Br:39][CH2:40][CH2:41][CH2:42][CH2:43][CH2:44][CH2:45][CH2:46][C:47](Cl)=[O:48].O. Product: [Br:39][CH2:40][CH2:41][CH2:42][CH2:43][CH2:44][CH2:45][CH2:46][C:47]([NH:1][C:2]1[CH:3]=[C:4]([CH:29]=[CH:30][CH:31]=1)[C:5]([NH:7][CH2:8][C:9]1[C:10]([NH:22][CH:23]2[CH2:28][CH2:27][O:26][CH2:25][CH2:24]2)=[C:11]2[CH:19]=[N:18][N:17]([CH2:20][CH3:21])[C:12]2=[N:13][C:14]=1[CH2:15][CH3:16])=[O:6])=[O:48]. The catalyst class is: 4. (5) Reactant: CC(C)([O-])C.[K+].C(S/[N:12]=[N:13]/[C:14]1[CH:15]=[C:16]([CH:20]=[CH:21][C:22]=1[CH3:23])[C:17]([OH:19])=[O:18])(C)(C)C. Product: [NH:13]1[C:14]2[C:22](=[CH:21][CH:20]=[C:16]([C:17]([OH:19])=[O:18])[CH:15]=2)[CH:23]=[N:12]1. The catalyst class is: 16.